From a dataset of Catalyst prediction with 721,799 reactions and 888 catalyst types from USPTO. Predict which catalyst facilitates the given reaction. (1) The catalyst class is: 186. Product: [NH2:14][C:5]1[C:6]([NH:8][CH:9]([CH3:13])[CH2:10][C:11]#[N:12])=[CH:7][C:2]([Br:1])=[N:3][CH:4]=1. Reactant: [Br:1][C:2]1[CH:7]=[C:6]([NH:8][CH:9]([CH3:13])[CH2:10][C:11]#[N:12])[C:5]([N+:14]([O-])=O)=[CH:4][N:3]=1.[Cl-].[NH4+].O. (2) Reactant: Cl[C:2]([O:4][CH2:5][C:6]1[CH:11]=[CH:10][CH:9]=[CH:8][CH:7]=1)=[O:3].[NH:12]1[CH2:17][CH2:16][CH:15]([C:18]([O:20]CC)=[O:19])[CH2:14][CH2:13]1.C(N(CC)CC)C. Product: [CH2:5]([O:4][C:2]([N:12]1[CH2:17][CH2:16][CH:15]([C:18]([OH:20])=[O:19])[CH2:14][CH2:13]1)=[O:3])[C:6]1[CH:11]=[CH:10][CH:9]=[CH:8][CH:7]=1. The catalyst class is: 2. (3) Reactant: [Cl:1][C:2]1[CH:3]=[C:4]([O:30][CH3:31])[C:5]([O:28][CH3:29])=[C:6]([CH:8]([NH:10][C:11]2[CH:16]=[C:15]([N:17]3[CH2:22][CH2:21][N:20]([CH3:23])[CH2:19][CH2:18]3)[CH:14]=[CH:13][C:12]=2[S:24]([CH3:27])(=[O:26])=[O:25])[CH3:9])[CH:7]=1.Cl. Product: [ClH:1].[Cl:1][C:2]1[CH:3]=[C:4]([O:30][CH3:31])[C:5]([O:28][CH3:29])=[C:6]([CH:8]([NH:10][C:11]2[CH:16]=[C:15]([N:17]3[CH2:18][CH2:19][N:20]([CH3:23])[CH2:21][CH2:22]3)[CH:14]=[CH:13][C:12]=2[S:24]([CH3:27])(=[O:25])=[O:26])[CH3:9])[CH:7]=1. The catalyst class is: 268. (4) Reactant: Br[C:2]1[CH:3]=[C:4]2[CH:10]=[CH:9][NH:8][C:5]2=[N:6][CH:7]=1.CC1(C)C(C)(C)OB([C:19]2[CH:24]=[CH:23][C:22]([CH2:25][C:26]([NH:28][C:29]3[CH:33]=[C:32]([C:34]4([C:37]([F:40])([F:39])[F:38])[CH2:36][CH2:35]4)[O:31][N:30]=3)=[O:27])=[CH:21][CH:20]=2)O1.C([O-])([O-])=O.[Na+].[Na+].CC#N. Product: [NH:8]1[C:5]2=[N:6][CH:7]=[C:2]([C:19]3[CH:20]=[CH:21][C:22]([CH2:25][C:26]([NH:28][C:29]4[CH:33]=[C:32]([C:34]5([C:37]([F:40])([F:38])[F:39])[CH2:35][CH2:36]5)[O:31][N:30]=4)=[O:27])=[CH:23][CH:24]=3)[CH:3]=[C:4]2[CH:10]=[CH:9]1. The catalyst class is: 6.